From a dataset of NCI-60 drug combinations with 297,098 pairs across 59 cell lines. Regression. Given two drug SMILES strings and cell line genomic features, predict the synergy score measuring deviation from expected non-interaction effect. Synergy scores: CSS=3.67, Synergy_ZIP=0.218, Synergy_Bliss=0.579, Synergy_Loewe=1.66, Synergy_HSA=1.11. Drug 2: CC(C)(C#N)C1=CC(=CC(=C1)CN2C=NC=N2)C(C)(C)C#N. Cell line: SNB-19. Drug 1: CCN(CC)CCNC(=O)C1=C(NC(=C1C)C=C2C3=C(C=CC(=C3)F)NC2=O)C.